Dataset: Reaction yield outcomes from USPTO patents with 853,638 reactions. Task: Predict the reaction yield, written as a fraction of the theoretical maximum amount of product (1.0 means a 100% yield; for example, 0.34 means a 34% yield). The yield is 0.610. The catalyst is C(O)C. The reactants are Cl.[CH3:2][O:3][C:4]1[CH:12]=[C:11]([NH:13][NH2:14])[CH:10]=[CH:9][C:5]=1[C:6]([OH:8])=[O:7].[CH3:15][C:16]([CH3:23])([CH3:22])[C:17](=O)[CH2:18][C:19]#[N:20].Cl.[OH-].[Na+]. The product is [NH2:20][C:19]1[N:13]([C:11]2[CH:10]=[CH:9][C:5]([C:6]([OH:8])=[O:7])=[C:4]([O:3][CH3:2])[CH:12]=2)[N:14]=[C:17]([C:16]([CH3:23])([CH3:22])[CH3:15])[CH:18]=1.